Dataset: Peptide-MHC class I binding affinity with 185,985 pairs from IEDB/IMGT. Task: Regression. Given a peptide amino acid sequence and an MHC pseudo amino acid sequence, predict their binding affinity value. This is MHC class I binding data. (1) The peptide sequence is LPGYFRFVC. The MHC is HLA-B07:02 with pseudo-sequence HLA-B07:02. The binding affinity (normalized) is 0.364. (2) The peptide sequence is RLRPGGKKK. The MHC is HLA-B44:02 with pseudo-sequence HLA-B44:02. The binding affinity (normalized) is 0.0341. (3) The peptide sequence is KQMEDGHTL. The MHC is HLA-A69:01 with pseudo-sequence HLA-A69:01. The binding affinity (normalized) is 0.0847. (4) The peptide sequence is FLRGRAYGL. The MHC is HLA-A30:02 with pseudo-sequence HLA-A30:02. The binding affinity (normalized) is 0.